Predict the reaction yield, written as a fraction of the theoretical maximum amount of product (1.0 means a 100% yield; for example, 0.34 means a 34% yield). From a dataset of Reaction yield outcomes from USPTO patents with 853,638 reactions. The reactants are [S:1]1[CH2:5][C@@H:4]([CH2:6][OH:7])[NH:3][CH2:2]1.[Cl:8][CH2:9][CH:10]1[CH2:12]O1. No catalyst specified. The product is [Cl:8][CH2:9][CH:10]1[O:7][CH2:6][C@@H:4]2[CH2:5][S:1][CH2:2][N:3]2[CH2:12]1. The yield is 0.0240.